Dataset: Full USPTO retrosynthesis dataset with 1.9M reactions from patents (1976-2016). Task: Predict the reactants needed to synthesize the given product. (1) Given the product [C:16]1([C:24]2[CH:25]=[CH:26][CH:27]=[CH:28][CH:29]=2)[CH:17]=[CH:18][C:19]([CH2:22][NH:15][CH2:14][CH2:13][CH2:12][NH:11][C:2]2[CH:3]=[CH:4][C:5]3[C:10](=[CH:9][CH:8]=[CH:7][CH:6]=3)[N:1]=2)=[CH:20][CH:21]=1, predict the reactants needed to synthesize it. The reactants are: [N:1]1[C:10]2[C:5](=[CH:6][CH:7]=[CH:8][CH:9]=2)[CH:4]=[CH:3][C:2]=1[NH:11][CH2:12][CH2:13][CH2:14][NH2:15].[C:16]1([C:24]2[CH:29]=[CH:28][CH:27]=[CH:26][CH:25]=2)[CH:21]=[CH:20][C:19]([CH:22]=O)=[CH:18][CH:17]=1.[BH3-]C#N.[Na+]. (2) Given the product [N:36]1[S:35][N:34]=[C:33]2[C:28]([S:25]([NH:24][C:18]3[CH:19]=[C:20]([I:23])[CH:21]=[CH:22][C:17]=3[C:16]([NH:15][C@@H:4]([C:5]([C:8]3[CH:9]=[CH:10][C:11]([Cl:14])=[CH:12][CH:13]=3)([CH3:7])[CH3:6])[C:3]([OH:38])=[O:2])=[O:37])(=[O:27])=[O:26])=[CH:29][CH:30]=[CH:31][C:32]=12, predict the reactants needed to synthesize it. The reactants are: C[O:2][C:3](=[O:38])[C@@H:4]([NH:15][C:16](=[O:37])[C:17]1[CH:22]=[CH:21][C:20]([I:23])=[CH:19][C:18]=1[NH:24][S:25]([C:28]1[C:33]2=[N:34][S:35][N:36]=[C:32]2[CH:31]=[CH:30][CH:29]=1)(=[O:27])=[O:26])[C:5]([C:8]1[CH:13]=[CH:12][C:11]([Cl:14])=[CH:10][CH:9]=1)([CH3:7])[CH3:6].N1SN=C2C(S(NC3C=C(I)C=CC=3C(O)=O)(=O)=O)=CC=CC=12.COC(=O)[C@@H](N)C(C1C=CC(Cl)=CC=1)(C)C. (3) Given the product [Cl:11][C:12]1[CH:13]=[CH:14][C:15]([N:45]2[CH:49]=[C:48]([C:50]([F:52])([F:51])[F:53])[N:47]=[N:46]2)=[C:16]([C:18]2[N:19]=[CH:20][N:21]([C@@H:25]3[C:41]4[CH:42]=[C:37]([CH:38]=[CH:39][N:40]=4)[C:36]4[C:32](=[CH:33][N:34]([C:3]5[C:2]([F:1])=[CH:7][N:6]=[C:5]([O:8][CH3:9])[CH:4]=5)[N:35]=4)[NH:31][C:30](=[O:43])[C@H:29]([CH3:44])[CH2:28][CH2:27][CH2:26]3)[C:22](=[O:24])[CH:23]=2)[CH:17]=1, predict the reactants needed to synthesize it. The reactants are: [F:1][C:2]1[C:3](I)=[CH:4][C:5]([O:8][CH3:9])=[N:6][CH:7]=1.[Cl:11][C:12]1[CH:13]=[CH:14][C:15]([N:45]2[CH:49]=[C:48]([C:50]([F:53])([F:52])[F:51])[N:47]=[N:46]2)=[C:16]([C:18]2[N:19]=[CH:20][N:21]([C@@H:25]3[C:41]4[CH:42]=[C:37]([CH:38]=[CH:39][N:40]=4)[C:36]4[NH:35][N:34]=[CH:33][C:32]=4[NH:31][C:30](=[O:43])[C@H:29]([CH3:44])[CH2:28][CH2:27][CH2:26]3)[C:22](=[O:24])[CH:23]=2)[CH:17]=1. (4) Given the product [CH2:11]([C:10]1[C:9]2[C:1](=[CH:3][C:4]([OH:5])=[CH:6][C:7]=2[OH:8])[O:2][C:15](=[O:16])[CH:14]=1)[CH3:12], predict the reactants needed to synthesize it. The reactants are: [C:1]1([CH:9]=[C:7]([OH:8])[CH:6]=[C:4]([OH:5])[CH:3]=1)[OH:2].[C:10]([CH2:14][C:15](OCC)=[O:16])(=O)[CH2:11][CH3:12]. (5) Given the product [CH3:39][C:37]1[CH:36]=[N:35][C:34]2[NH:40][C:41]3[C:48]([C:33]=2[CH:38]=1)=[CH:47][C:44]([CH:45]=[O:46])=[CH:43][CH:42]=3, predict the reactants needed to synthesize it. The reactants are: C1(P(C2CCCCC2)C2C=CC=CC=2C2C=CC=CC=2)CCCCC1.CN(C)C(=O)C.Br[C:33]1[C:34]([NH:40][C:41]2[CH:48]=[CH:47][C:44]([CH:45]=[O:46])=[CH:43][CH:42]=2)=[N:35][CH:36]=[C:37]([CH3:39])[CH:38]=1.C1CCN2C(=NCCC2)CC1. (6) Given the product [Br:1][C:2]1[CH:7]=[CH:6][C:5]([C@@H:8]([OH:13])[C:9]([F:11])([F:12])[F:10])=[C:4]([CH3:14])[CH:3]=1, predict the reactants needed to synthesize it. The reactants are: [Br:1][C:2]1[CH:7]=[CH:6][C:5]([C:8](=[O:13])[C:9]([F:12])([F:11])[F:10])=[C:4]([CH3:14])[CH:3]=1.BrC1C=CC([C@@H](O)C(F)(F)F)=C(N2C=CC(C)=N2)C=1. (7) Given the product [CH3:22][C:2]1[C:10]2[C:5](=[CH:6][CH:7]=[CH:8][C:9]=2[N+:11]([O-:13])=[O:12])[N:4]([CH2:14][C:15]2[CH:20]=[CH:19][CH:18]=[C:17]([CH3:21])[N:16]=2)[N:3]=1, predict the reactants needed to synthesize it. The reactants are: I[C:2]1[C:10]2[C:5](=[CH:6][CH:7]=[CH:8][C:9]=2[N+:11]([O-:13])=[O:12])[N:4]([CH2:14][C:15]2[CH:20]=[CH:19][CH:18]=[C:17]([CH3:21])[N:16]=2)[N:3]=1.[C:22]1(C)C=CC=CC=1P(C1C=CC=CC=1C)C1C=CC=CC=1C.C[Sn](C)(C)C.C(N(CC)CC)C. (8) Given the product [N:1]1[CH:5]=[C:4]([CH2:6][CH2:7][NH:8][C:9]2[S:10][C:11]3[CH:17]=[C:16]([NH2:18])[CH:15]=[CH:14][C:12]=3[N:13]=2)[NH:3][CH:2]=1, predict the reactants needed to synthesize it. The reactants are: [N:1]1[CH:5]=[C:4]([CH2:6][CH2:7][NH:8][C:9]2[S:10][C:11]3[CH:17]=[C:16]([N+:18]([O-])=O)[CH:15]=[CH:14][C:12]=3[N:13]=2)[NH:3][CH:2]=1.O.O.[Sn](Cl)Cl.[OH-].[Na+].N.CO. (9) Given the product [C:14]([O:18][C:19](=[O:27])[CH2:20][CH:21]([NH:26][C:10](=[O:12])[CH:9]([NH:8][C:6]([C:2]1[NH:1][CH:5]=[CH:4][N:3]=1)=[O:7])[CH3:13])[CH:22]([OH:25])[CH2:23][F:24])([CH3:17])([CH3:15])[CH3:16], predict the reactants needed to synthesize it. The reactants are: [NH:1]1[CH:5]=[CH:4][N:3]=[C:2]1[C:6]([NH:8][C@@H:9]([CH3:13])[C:10]([OH:12])=O)=[O:7].[C:14]([O:18][C:19](=[O:27])[CH2:20][CH:21]([NH2:26])[CH:22]([OH:25])[CH2:23][F:24])([CH3:17])([CH3:16])[CH3:15].C(N(C(C)C)CC)(C)C.C1C=CC2N(O)N=NC=2C=1.CCN=C=NCCCN(C)C.Cl.